This data is from Catalyst prediction with 721,799 reactions and 888 catalyst types from USPTO. The task is: Predict which catalyst facilitates the given reaction. (1) Reactant: Br[C:2]1[C:3](=[O:20])[N:4]([C:9]2[CH:10]=[C:11]([CH:16]=[CH:17][C:18]=2[CH3:19])[C:12]([O:14][CH3:15])=[O:13])[CH:5]=[C:6](Br)[N:7]=1.[CH:21]1[CH2:26][CH:25]=[CH:24][CH2:23][CH:22]=1. Product: [CH3:5][N:4]([CH3:9])[CH2:3][CH2:2][N:7]([CH2:6][C:21]1[CH:26]=[CH:25][CH:24]=[CH:23][CH:22]=1)[C:2]1[C:3](=[O:20])[N:4]([C:9]2[CH:10]=[C:11]([CH:16]=[CH:17][C:18]=2[CH3:19])[C:12]([O:14][CH3:15])=[O:13])[CH:5]=[CH:6][N:7]=1. The catalyst class is: 304. (2) The catalyst class is: 1. Product: [F:1][C:2]1[CH:3]=[CH:4][C:5]([NH:18][CH2:19][CH2:20][O:21][C:22]([F:23])([F:24])[F:25])=[C:6]([CH:17]=1)[C:7]([OH:9])=[O:8]. Reactant: [F:1][C:2]1[CH:3]=[CH:4][C:5]([NH:18][CH2:19][CH2:20][O:21][C:22]([F:25])([F:24])[F:23])=[C:6]([CH:17]=1)[C:7]([O:9]CCOC(F)(F)F)=[O:8].[OH-].[Na+]. (3) Reactant: [CH2:1]([C:4]1[C:13]([NH:14][C@H:15]2[CH2:20][CH2:19][C@H:18]([NH:21][C:22]([O:24][C:25]([CH3:28])([CH3:27])[CH3:26])=[O:23])[CH2:17][CH2:16]2)=[CH:12][CH:11]=[CH:10][C:5]=1[C:6]([O:8][CH3:9])=[O:7])[CH:2]=[CH2:3].[CH:29](=O)[CH3:30].CC(O)=O.[BH-](OC(C)=O)(OC(C)=O)OC(C)=O.[Na+]. Product: [CH2:1]([C:4]1[C:13]([N:14]([C@H:15]2[CH2:20][CH2:19][C@H:18]([NH:21][C:22]([O:24][C:25]([CH3:28])([CH3:27])[CH3:26])=[O:23])[CH2:17][CH2:16]2)[CH2:29][CH3:30])=[CH:12][CH:11]=[CH:10][C:5]=1[C:6]([O:8][CH3:9])=[O:7])[CH:2]=[CH2:3]. The catalyst class is: 279. (4) Reactant: [O:1]1[CH:5]=[C:4]([C:6]2[CH:11]=[CH:10][C:9]([OH:12])=[CH:8][CH:7]=2)[N:3]=[CH:2]1.[CH2:13]([O:20][C:21]([NH:23][CH2:24][CH2:25]OS(C)(=O)=O)=[O:22])[C:14]1[CH:19]=[CH:18][CH:17]=[CH:16][CH:15]=1.C(=O)([O-])[O-].[K+].[K+]. Product: [CH2:13]([O:20][C:21](=[O:22])[NH:23][CH2:24][CH2:25][O:12][C:9]1[CH:8]=[CH:7][C:6]([C:4]2[N:3]=[CH:2][O:1][CH:5]=2)=[CH:11][CH:10]=1)[C:14]1[CH:19]=[CH:18][CH:17]=[CH:16][CH:15]=1. The catalyst class is: 16. (5) Reactant: [O:1]1[CH2:6][CH2:5][N:4]([C:7]2[CH:12]=[CH:11][C:10]([C:13]3[N:18]=[C:17](O)[N:16]4[CH:20]=[CH:21][N:22]=[C:15]4[CH:14]=3)=[CH:9][CH:8]=2)[CH2:3][CH2:2]1.O=P(Cl)(Cl)[Cl:25]. Product: [Cl:25][C:17]1[N:16]2[CH:20]=[CH:21][N:22]=[C:15]2[CH:14]=[C:13]([C:10]2[CH:11]=[CH:12][C:7]([N:4]3[CH2:5][CH2:6][O:1][CH2:2][CH2:3]3)=[CH:8][CH:9]=2)[N:18]=1. The catalyst class is: 4.